Dataset: Full USPTO retrosynthesis dataset with 1.9M reactions from patents (1976-2016). Task: Predict the reactants needed to synthesize the given product. (1) Given the product [CH3:1][N:2]1[CH2:6][CH2:5][C:4]2([CH2:11][CH2:10][NH:9][CH2:8][CH2:7]2)[C:3]1=[O:19], predict the reactants needed to synthesize it. The reactants are: [CH3:1][N:2]1[CH2:6][CH2:5][C:4]2([CH2:11][CH2:10][N:9](C(OC(C)(C)C)=O)[CH2:8][CH2:7]2)[C:3]1=[O:19].C(O)(C(F)(F)F)=O. (2) Given the product [C:79]([O:78][C:77]([NH:76][CH2:75][C:72]1[N:73]=[CH:74][N:70]([CH2:69][C@@H:65]2[C@H:64]([NH:63][C:13](=[O:14])/[C:12](=[N:11]\[O:10][C:7]([CH3:9])([CH3:8])[C:6]([O:5][C:1]([CH3:4])([CH3:3])[CH3:2])=[O:29])/[C:16]3[N:17]=[C:18]([NH:21][C:22]([O:24][C:25]([CH3:28])([CH3:27])[CH3:26])=[O:23])[S:19][CH:20]=3)[C:67](=[O:68])[NH:66]2)[N:71]=1)=[O:83])([CH3:80])([CH3:82])[CH3:81], predict the reactants needed to synthesize it. The reactants are: [C:1]([O:5][C:6](=[O:29])[C:7]([O:10]/[N:11]=[C:12](/[C:16]1[N:17]=[C:18]([NH:21][C:22]([O:24][C:25]([CH3:28])([CH3:27])[CH3:26])=[O:23])[S:19][CH:20]=1)\[C:13](O)=[O:14])([CH3:9])[CH3:8])([CH3:4])([CH3:3])[CH3:2].CCN(C(C)C)C(C)C.CN(C(ON1N=NC2C=CC=NC1=2)=[N+](C)C)C.F[P-](F)(F)(F)(F)F.[NH2:63][C@@H:64]1[C:67](=[O:68])[NH:66][C@@H:65]1[CH2:69][N:70]1[CH:74]=[N:73][C:72]([CH2:75][NH:76][C:77](=[O:83])[O:78][C:79]([CH3:82])([CH3:81])[CH3:80])=[N:71]1. (3) Given the product [F:1][C:2]1[C:3]([NH:10][CH2:11][C:12]2[CH:17]=[C:16]([C:18]3[CH:23]=[CH:22][CH:21]=[C:20]([F:24])[CH:19]=3)[CH:15]=[C:14]([CH3:25])[C:13]=2[CH3:26])=[C:4]([F:9])[CH:5]=[CH:6][C:7]=1[OH:8], predict the reactants needed to synthesize it. The reactants are: [F:1][C:2]1[C:7]([OH:8])=[CH:6][CH:5]=[C:4]([F:9])[C:3]=1[NH:10][C:11](=O)[C:12]1[CH:17]=[C:16]([C:18]2[CH:23]=[CH:22][CH:21]=[C:20]([F:24])[CH:19]=2)[CH:15]=[C:14]([CH3:25])[C:13]=1[CH3:26]. (4) Given the product [Cl:13][C:14]1[C:19]([Cl:20])=[CH:18][CH:17]=[CH:16][C:15]=1[C:2]1[C:3]2[CH2:12][CH2:11][CH2:10][NH:9][C:4]=2[N:5]=[C:6]([NH2:8])[N:7]=1, predict the reactants needed to synthesize it. The reactants are: Cl[C:2]1[C:3]2[CH2:12][CH2:11][CH2:10][NH:9][C:4]=2[N:5]=[C:6]([NH2:8])[N:7]=1.[Cl:13][C:14]1[C:19]([Cl:20])=[CH:18][CH:17]=[CH:16][C:15]=1B(O)O.C([O-])([O-])=O.[Na+].[Na+].